From a dataset of Catalyst prediction with 721,799 reactions and 888 catalyst types from USPTO. Predict which catalyst facilitates the given reaction. (1) Reactant: [Br:1][C:2]1[S:6][C:5]([CH2:7][NH2:8])=[CH:4][CH:3]=1.C(N(CC)CC)C.[NH2:16][C:17]1[N:25]=[C:24]([CH2:26][O:27][CH3:28])[CH:23]=[CH:22][C:18]=1[C:19](O)=[O:20].F[P-](F)(F)(F)(F)F.N1(O[P+](N(C)C)(N(C)C)N(C)C)C2C=CC=CC=2N=N1. Product: [NH2:16][C:17]1[N:25]=[C:24]([CH2:26][O:27][CH3:28])[CH:23]=[CH:22][C:18]=1[C:19]([NH:8][CH2:7][C:5]1[S:6][C:2]([Br:1])=[CH:3][CH:4]=1)=[O:20]. The catalyst class is: 9. (2) Reactant: [SH:1][C:2]1[CH:7]=[CH:6][CH:5]=[CH:4][N:3]=1.C(N(CC)CC)C.[N+:15]([C:18]1[CH:25]=[CH:24][C:21]([CH2:22]Br)=[CH:20][CH:19]=1)([O-:17])=[O:16].O. Product: [N+:15]([C:18]1[CH:25]=[CH:24][C:21]([CH2:22][S:1][C:2]2[CH:7]=[CH:6][CH:5]=[CH:4][N:3]=2)=[CH:20][CH:19]=1)([O-:17])=[O:16]. The catalyst class is: 1. (3) Reactant: [Si]([O:8][CH2:9][C@H:10]1[N:15]([C:16](=[O:20])[C@H:17]([Cl:19])[CH3:18])[CH2:14][C@H:13]([C:21]([O:23][CH3:24])=[O:22])[CH2:12][CH2:11]1)(C(C)(C)C)(C)C.[F-].C([N+](CCCC)(CCCC)CCCC)CCC.O. Product: [Cl:19][C@H:17]([CH3:18])[C:16]([N:15]1[C@H:10]([CH2:9][OH:8])[CH2:11][CH2:12][C@@H:13]([C:21]([O:23][CH3:24])=[O:22])[CH2:14]1)=[O:20]. The catalyst class is: 1. (4) Reactant: [F:1][C:2]1[CH:7]=[CH:6][C:5]([C:8]2[N:12]([CH2:13][CH2:14][OH:15])[N:11]=[C:10]([CH3:16])[CH:9]=2)=[CH:4][CH:3]=1.[CH3:17][C:18]1[CH:23]=[CH:22][C:21]([S:24](Cl)(=[O:26])=[O:25])=[CH:20][CH:19]=1. Product: [F:1][C:2]1[CH:3]=[CH:4][C:5]([C:8]2[N:12]([CH2:13][CH2:14][O:15][S:24]([C:21]3[CH:22]=[CH:23][C:18]([CH3:17])=[CH:19][CH:20]=3)(=[O:26])=[O:25])[N:11]=[C:10]([CH3:16])[CH:9]=2)=[CH:6][CH:7]=1. The catalyst class is: 300.